This data is from Reaction yield outcomes from USPTO patents with 853,638 reactions. The task is: Predict the reaction yield, written as a fraction of the theoretical maximum amount of product (1.0 means a 100% yield; for example, 0.34 means a 34% yield). (1) The reactants are Cl.O.[C:3]([C:5]1[CH:6]=[C:7]([NH:11][C:12]2[C:21]3[C:16](=[CH:17][C:18]([O:25][CH3:26])=[C:19]([N+:22]([O-])=O)[CH:20]=3)[N:15]=[CH:14][N:13]=2)[CH:8]=[CH:9][CH:10]=1)#[CH:4].[OH-].[Na+]. The catalyst is CO.[Fe]. The product is [C:3]([C:5]1[CH:6]=[C:7]([NH:11][C:12]2[C:21]3[C:16](=[CH:17][C:18]([O:25][CH3:26])=[C:19]([NH2:22])[CH:20]=3)[N:15]=[CH:14][N:13]=2)[CH:8]=[CH:9][CH:10]=1)#[CH:4]. The yield is 0.965. (2) The reactants are [Si:1]([O:8][C@@H:9]1[C@@H:14]([CH3:15])[CH2:13][N:12]([C:16]2[C:21]([N+:22]([O-])=O)=[CH:20][N:19]=[CH:18][C:17]=2[CH3:25])[CH2:11][C@H:10]1[NH:26][C:27](=[O:33])[O:28][C:29]([CH3:32])([CH3:31])[CH3:30])([C:4]([CH3:7])([CH3:6])[CH3:5])([CH3:3])[CH3:2].[Cl-].[NH4+]. The catalyst is CCO.O.[Fe]. The product is [NH2:22][C:21]1[CH:20]=[N:19][CH:18]=[C:17]([CH3:25])[C:16]=1[N:12]1[CH2:13][C@H:14]([CH3:15])[C@@H:9]([O:8][Si:1]([C:4]([CH3:7])([CH3:5])[CH3:6])([CH3:2])[CH3:3])[C@H:10]([NH:26][C:27](=[O:33])[O:28][C:29]([CH3:32])([CH3:31])[CH3:30])[CH2:11]1. The yield is 1.00. (3) The reactants are [CH2:1]([O:4][C:5]1([CH3:52])[CH2:10][CH2:9][N:8]([C:11]2[N:16]3[CH:17]=[C:18]([C:20]4[CH:21]=[C:22]([C:26]5[CH:31]=[C:30]([F:32])[CH:29]=[C:28]([F:33])[C:27]=5[O:34][C@H:35]([CH2:37]C=C)[CH3:36])[CH:23]=[CH:24][CH:25]=4)[N:19]=[C:15]3[C:14]([CH3:40])=[C:13]([CH3:41])[C:12]=2[C@H:42]([O:47][C:48]([CH3:51])([CH3:50])[CH3:49])[C:43]([O:45][CH3:46])=[O:44])[CH2:7][CH2:6]1)[CH:2]=[CH2:3].C(O[C@@H](C1C(C)=CC2=NC3=CN2C=1N1CCC(C)(OCC=CC[C@H](C)OC2C=C(F)C=CC=2C2C=C3C=CC=2)CC1)C(OC)=O)(C)(C)C. No catalyst specified. The product is [C:48]([O:47][C@@H:42]([C:12]1[C:13]([CH3:41])=[C:14]([CH3:40])[C:15]2=[N:19][C:18]3=[CH:17][N:16]2[C:11]=1[N:8]1[CH2:9][CH2:10][C:5]([CH3:52])([O:4][CH2:1][CH:2]=[CH:3][CH2:36][C@H:35]([CH3:37])[O:34][C:27]2[C:28]([F:33])=[CH:29][C:30]([F:32])=[CH:31][C:26]=2[C:22]2[CH:21]=[C:20]3[CH:25]=[CH:24][CH:23]=2)[CH2:6][CH2:7]1)[C:43]([O:45][CH3:46])=[O:44])([CH3:50])([CH3:51])[CH3:49]. The yield is 0.416. (4) The reactants are [C:1]([CH:5]1[CH2:14][CH2:13][C:12]2[N:11]=[C:10]3[S:15][C:16]([NH2:18])=[CH:17][C:9]3=[CH:8][C:7]=2[CH2:6]1)([CH3:4])([CH3:3])[CH3:2].ClC(Cl)(Cl)[C:21]([N:23]=C=O)=[O:22].CO.O.C([O-])([O-])=O.[Na+].[Na+]. The catalyst is C(Cl)Cl. The product is [C:1]([CH:5]1[CH2:14][CH2:13][C:12]2[N:11]=[C:10]3[S:15][C:16]([NH:18][C:21]([NH2:23])=[O:22])=[CH:17][C:9]3=[CH:8][C:7]=2[CH2:6]1)([CH3:4])([CH3:2])[CH3:3]. The yield is 0.140. (5) The reactants are [F:1][C:2]([F:14])([F:13])[O:3][C:4]1[CH:12]=[CH:11][C:7]([C:8]([OH:10])=O)=[CH:6][CH:5]=1.CN(C(ON1N=N[C:25]2C=CC=N[C:24]1=2)=[N+](C)C)C.F[P-](F)(F)(F)(F)F.CCN(C(C)C)C(C)C.[NH2:48][C:49]([CH3:71])([CH2:52][O:53][C:54]1[CH:55]=[CH:56][C:57]2[CH2:61][O:60][B:59]([OH:62])[C:58]=2[C:63]=1OC1C=CC=CC=1)[C:50]#[N:51]. The catalyst is CN(C=O)C. The product is [C:50]([C:49]([NH:48][C:8](=[O:10])[C:7]1[CH:6]=[CH:5][C:4]([O:3][C:2]([F:1])([F:14])[F:13])=[CH:12][CH:11]=1)([CH3:71])[CH2:52][O:53][C:54]1[CH:55]=[CH:56][C:57]2[CH2:61][O:60][B:59]([OH:62])[C:58]=2[C:63]=1[CH2:24][CH3:25])#[N:51]. The yield is 0.0460.